Dataset: Full USPTO retrosynthesis dataset with 1.9M reactions from patents (1976-2016). Task: Predict the reactants needed to synthesize the given product. The reactants are: [Br:1][C:2]1[CH:3]=[CH:4][C:5]([N:8]2[CH:12]=[C:11]([C:13]([O:15]C)=[O:14])[N:10]=[N:9]2)=[N:6][CH:7]=1.CO.O. Given the product [Br:1][C:2]1[CH:3]=[CH:4][C:5]([N:8]2[CH:12]=[C:11]([C:13]([OH:15])=[O:14])[N:10]=[N:9]2)=[N:6][CH:7]=1, predict the reactants needed to synthesize it.